From a dataset of Catalyst prediction with 721,799 reactions and 888 catalyst types from USPTO. Predict which catalyst facilitates the given reaction. Reactant: C[C:2]1[C:3]([CH:8]2[CH:13](C)[CH2:12][CH2:11][CH:10]([C:15]3[CH:20]=[CH:19][CH:18]=[CH:17][N:16]=3)[N:9]2[CH2:21][CH:22]2[CH2:25][N:24](S(C3C=CC=CC=3[N+]([O-])=O)(=O)=O)[CH2:23]2)=[N:4][CH:5]=[CH:6][CH:7]=1.C1(S)C=CC=CC=1.C([O-])([O-])=O.[K+].[K+]. Product: [NH:24]1[CH2:23][CH:22]([CH2:21][N:9]2[CH:10]([C:15]3[CH:20]=[CH:19][CH:18]=[CH:17][N:16]=3)[CH2:11][CH2:12][CH2:13][CH:8]2[C:3]2[CH:2]=[CH:7][CH:6]=[CH:5][N:4]=2)[CH2:25]1. The catalyst class is: 23.